This data is from Catalyst prediction with 721,799 reactions and 888 catalyst types from USPTO. The task is: Predict which catalyst facilitates the given reaction. Reactant: [CH3:1][O:2][C:3]([C:5]1[C:14]2[CH2:13][CH2:12][CH2:11][CH2:10][C:9]=2[CH:8]=[CH:7][C:6]=1[NH:15][S:16]([C:19]1[CH:23]=[CH:22][S:21][C:20]=1[C:24](O)=[O:25])(=[O:18])=[O:17])=[O:4].CN1CCOCC1.F[P-](F)(F)(F)(F)F.N1(OC(N(C)C)=[N+](C)C)C2N=CC=CC=2N=N1.[CH2:58]([N:60]([CH2:64][CH3:65])[CH2:61][CH2:62][NH2:63])[CH3:59].Cl. Product: [CH2:58]([N:60]([CH2:64][CH3:65])[CH2:61][CH2:62][NH:63][C:24]([C:20]1[S:21][CH:22]=[CH:23][C:19]=1[S:16]([NH:15][C:6]1[CH:7]=[CH:8][C:9]2[CH2:10][CH2:11][CH2:12][CH2:13][C:14]=2[C:5]=1[C:3]([O:2][CH3:1])=[O:4])(=[O:17])=[O:18])=[O:25])[CH3:59]. The catalyst class is: 3.